From a dataset of Forward reaction prediction with 1.9M reactions from USPTO patents (1976-2016). Predict the product of the given reaction. (1) Given the reactants [CH3:1][O:2][C:3]1[CH:8]=[CH:7][C:6]([N+:9]([O-])=O)=[CH:5][C:4]=1[NH:12][C:13]1[C:14]2[S:21][CH:20]=[CH:19][C:15]=2[N:16]=[CH:17][N:18]=1.CCO, predict the reaction product. The product is: [NH2:9][C:6]1[CH:7]=[CH:8][C:3]([O:2][CH3:1])=[C:4]([NH:12][C:13]2[C:14]3[S:21][CH:20]=[CH:19][C:15]=3[N:16]=[CH:17][N:18]=2)[CH:5]=1. (2) Given the reactants [C:1]([O:6][CH:7]([O:9][CH2:10][CH3:11])[CH3:8])(=[O:5])[C:2]([CH3:4])=[CH2:3].[C:12]([O:17][CH2:18][C:19]1([CH2:23][CH3:24])[CH2:22][O:21][CH2:20]1)(=[O:16])[C:13]([CH3:15])=[CH2:14].[C:25]([O:30][CH2:31][C:32]1[CH:37]=[CH:36][CH:35]=[CH:34][CH:33]=1)(=[O:29])[C:26]([CH3:28])=[CH2:27].N(C(C)(CC)C([O-])=O)=NC(C)(CC)C([O-])=O, predict the reaction product. The product is: [C:1]([O:6][CH:7]([O:9][CH2:10][CH3:11])[CH3:8])(=[O:5])[C:2]([CH3:4])=[CH2:3].[C:12]([O:17][CH2:18][C:19]1([CH2:23][CH3:24])[CH2:20][O:21][CH2:22]1)(=[O:16])[C:13]([CH3:15])=[CH2:14].[C:25]([O:30][CH2:31][C:32]1[CH:33]=[CH:34][CH:35]=[CH:36][CH:37]=1)(=[O:29])[C:26]([CH3:28])=[CH2:27]. (3) Given the reactants O=S(Cl)Cl.[OH:5][C:6]1[C:11]2[CH2:12][C@@H:13]3[C:18]([CH3:20])([CH3:19])[C@:17]([CH3:21])([C:10]=2[CH:9]=[CH:8][CH:7]=1)[CH2:16][CH2:15][N:14]3[C:22]([C@@H:24]1[CH2:29][CH2:28][C@H:27]([C:30]([OH:32])=[O:31])[CH2:26][CH2:25]1)=[O:23], predict the reaction product. The product is: [C:10]([C:7]1[CH:8]=[CH:9][C:10]2[C@@:17]3([CH3:21])[C:18]([CH3:20])([CH3:19])[C@H:13]([N:14]([C:22]([C@@H:24]4[CH2:29][CH2:28][C@H:27]([C:30]([OH:32])=[O:31])[CH2:26][CH2:25]4)=[O:23])[CH2:15][CH2:16]3)[CH2:12][C:11]=2[C:6]=1[OH:5])([CH3:17])([CH3:11])[CH3:9]. (4) Given the reactants C1CCN2C(=NCCC2)CC1.[CH3:12][S:13][C:14]1[NH:15][C:16](=O)[C:17]2[C:22]([C:23]3[CH:28]=[CH:27][CH:26]=[CH:25][CH:24]=3)=[CH:21][O:20][C:18]=2[N:19]=1.C(N(C(C)C)CC)(C)C.P(Br)(Br)([Br:41])=O, predict the reaction product. The product is: [Br:41][C:16]1[C:17]2[C:22]([C:23]3[CH:28]=[CH:27][CH:26]=[CH:25][CH:24]=3)=[CH:21][O:20][C:18]=2[N:19]=[C:14]([S:13][CH3:12])[N:15]=1. (5) Given the reactants [Cl:1][C:2]1[CH:7]=[CH:6][C:5]([C:8]2[N:12]([CH:13]3[CH2:15][CH2:14]3)[C:11](=[O:16])[N:10]([CH2:17][C:18]([NH:20][CH:21]([C:33]3[CH:38]=[CH:37][CH:36]=[C:35]([C:39]([F:42])([F:41])[F:40])[CH:34]=3)[C:22]([NH:24][C:25]3([C:28]([O:30]CC)=[O:29])[CH2:27][CH2:26]3)=[O:23])=[O:19])[N:9]=2)=[CH:4][CH:3]=1.[OH-].[Li+].[OH-].[Na+].Cl, predict the reaction product. The product is: [Cl:1][C:2]1[CH:7]=[CH:6][C:5]([C:8]2[N:12]([CH:13]3[CH2:14][CH2:15]3)[C:11](=[O:16])[N:10]([CH2:17][C:18]([NH:20][CH:21]([C:33]3[CH:38]=[CH:37][CH:36]=[C:35]([C:39]([F:40])([F:41])[F:42])[CH:34]=3)[C:22]([NH:24][C:25]3([C:28]([OH:30])=[O:29])[CH2:27][CH2:26]3)=[O:23])=[O:19])[N:9]=2)=[CH:4][CH:3]=1. (6) Given the reactants [CH:1]([C@H:4]1[CH2:8][O:7][C:6](=[O:9])[N:5]1[C:10]1[CH:15]=[CH:14][N:13]=[C:12]([NH:16][C@H:17]([C:19]2[CH:26]=[CH:25][C:22]([CH:23]=O)=[CH:21][CH:20]=2)[CH3:18])[N:11]=1)([CH3:3])[CH3:2].[NH:27]1[CH2:32][CH2:31][CH:30]([NH:33][C:34](=[O:40])[O:35][C:36]([CH3:39])([CH3:38])[CH3:37])[CH2:29][CH2:28]1, predict the reaction product. The product is: [CH:1]([C@H:4]1[CH2:8][O:7][C:6](=[O:9])[N:5]1[C:10]1[CH:15]=[CH:14][N:13]=[C:12]([NH:16][C@H:17]([C:19]2[CH:26]=[CH:25][C:22]([CH2:23][N:27]3[CH2:28][CH2:29][CH:30]([NH:33][C:34](=[O:40])[O:35][C:36]([CH3:37])([CH3:39])[CH3:38])[CH2:31][CH2:32]3)=[CH:21][CH:20]=2)[CH3:18])[N:11]=1)([CH3:2])[CH3:3].